From a dataset of Peptide-MHC class I binding affinity with 185,985 pairs from IEDB/IMGT. Regression. Given a peptide amino acid sequence and an MHC pseudo amino acid sequence, predict their binding affinity value. This is MHC class I binding data. (1) The peptide sequence is DDVPMEQPRPP. The binding affinity (normalized) is 0.301. The MHC is H-2-Kd with pseudo-sequence H-2-Kd. (2) The MHC is Patr-B2401 with pseudo-sequence Patr-B2401. The peptide sequence is TESTLSTAL. The binding affinity (normalized) is 0. (3) The peptide sequence is SDIDGDYRV. The MHC is Mamu-B8701 with pseudo-sequence Mamu-B8701. The binding affinity (normalized) is 0.971. (4) The peptide sequence is EKFFPSSSY. The MHC is HLA-B58:01 with pseudo-sequence HLA-B58:01. The binding affinity (normalized) is 0.0847. (5) The peptide sequence is GEHWLGRIW. The MHC is HLA-B08:01 with pseudo-sequence HLA-B08:01. The binding affinity (normalized) is 0.0847. (6) The peptide sequence is FGLPRIVARQ. The binding affinity (normalized) is 0.00794. The MHC is Mamu-A2201 with pseudo-sequence Mamu-A2201.